The task is: Predict the reactants needed to synthesize the given product.. This data is from Full USPTO retrosynthesis dataset with 1.9M reactions from patents (1976-2016). (1) Given the product [NH2:26][C:23]1[CH:22]=[CH:21][C:20]([CH2:19][N:11]([CH2:12][C:13]2[CH:18]=[CH:17][CH:16]=[CH:15][N:14]=2)[S:8]([C:5]2[CH:4]=[CH:3][C:2]([Cl:1])=[CH:7][CH:6]=2)(=[O:10])=[O:9])=[CH:25][CH:24]=1, predict the reactants needed to synthesize it. The reactants are: [Cl:1][C:2]1[CH:7]=[CH:6][C:5]([S:8]([N:11]([CH2:19][C:20]2[CH:25]=[CH:24][C:23]([N+:26]([O-])=O)=[CH:22][CH:21]=2)[CH2:12][C:13]2[CH:18]=[CH:17][CH:16]=[CH:15][N:14]=2)(=[O:10])=[O:9])=[CH:4][CH:3]=1.[Cl-].[NH4+]. (2) The reactants are: [CH2:1]([N:3]([CH2:24][CH3:25])[C:4]1[C:5]([C:18]2[CH:23]=[CH:22][CH:21]=[CH:20][CH:19]=2)=[N:6][C:7]2[C:12]([N:13]=1)=[CH:11][C:10]([C:14]([O:16]C)=[O:15])=[CH:9][CH:8]=2)[CH3:2].[OH-].[Na+].Cl. Given the product [CH2:24]([N:3]([CH2:1][CH3:2])[C:4]1[C:5]([C:18]2[CH:23]=[CH:22][CH:21]=[CH:20][CH:19]=2)=[N:6][C:7]2[C:12]([N:13]=1)=[CH:11][C:10]([C:14]([OH:16])=[O:15])=[CH:9][CH:8]=2)[CH3:25], predict the reactants needed to synthesize it. (3) Given the product [CH:1]1([C:4]2[C:9]([CH:10]3[CH2:12][CH2:11]3)=[CH:8][C:7]([CH:13]=[O:14])=[C:6]([O:15][CH:16]([CH3:18])[CH3:17])[CH:5]=2)[CH2:3][CH2:2]1, predict the reactants needed to synthesize it. The reactants are: [CH:1]1([C:4]2[C:9]([CH:10]3[CH2:12][CH2:11]3)=[CH:8][C:7]([CH2:13][OH:14])=[C:6]([O:15][CH:16]([CH3:18])[CH3:17])[CH:5]=2)[CH2:3][CH2:2]1. (4) Given the product [N:38]1[CH:33]=[CH:34][C:35]([C:40]([NH2:42])=[O:41])=[N:36][CH:37]=1, predict the reactants needed to synthesize it. The reactants are: CC1(C)C(C)(C)OB(C2C=CC(OC3C=C(C(F)(F)F)C=CN=3)=CC=2)O1.C(C(N[C:33]1[N:38]=[C:37](Cl)[N:36]=[C:35]([C:40]([NH2:42])=[O:41])[CH:34]=1)C)(=O)N.C([O-])([O-])=O.[Cs+].[Cs+].COCCOC. (5) Given the product [O:39]1[CH2:40][CH2:41][O:42][C:37]2[CH:36]=[C:35]([CH2:34][C:28]3[CH:27]=[C:26]([C:6]4([O:24][CH3:25])[C@H:5]([OH:4])[C@@H:10]([OH:11])[C@H:9]([OH:15])[C@@H:8]([CH2:19][OH:20])[O:7]4)[CH:31]=[CH:30][C:29]=3[CH2:32][CH3:33])[CH:44]=[CH:43][C:38]1=2, predict the reactants needed to synthesize it. The reactants are: C([O:4][C@@H:5]1[C@@H:10]([O:11]C(=O)C)[C@H:9]([O:15]C(=O)C)[C@@H:8]([CH2:19][O:20]C(=O)C)[O:7][C:6]1([C:26]1[CH:31]=[CH:30][C:29]([CH2:32][CH3:33])=[C:28]([CH2:34][C:35]2[CH:44]=[CH:43][C:38]3[O:39][CH2:40][CH2:41][O:42][C:37]=3[CH:36]=2)[CH:27]=1)[O:24][CH3:25])(=O)C.O[Li].O. (6) The reactants are: [OH:1]O.S1[CH:7]=[CH:6][CH:5]=[C:4]1[S:8]([CH2:11][C:12]1[CH:13]=[C:14]2[C:18](=[CH:19][CH:20]=1)[NH:17][C:16]1[N:21]=[CH:22][CH:23]=[CH:24][C:15]2=1)(=[O:10])=[O:9].[C:25](O)(=O)[CH3:26]. Given the product [C:4]1([S:8]([CH2:11][C:12]2[CH:13]=[C:14]3[C:18](=[CH:19][CH:20]=2)[NH:17][C:16]2=[N+:21]([O-:1])[CH:22]=[CH:23][CH:24]=[C:15]32)(=[O:10])=[O:9])[CH:26]=[CH:25][CH:7]=[CH:6][CH:5]=1, predict the reactants needed to synthesize it. (7) Given the product [C:6]([N:8]1[CH2:13][CH2:12][CH:11]([O:14][C:15]2[CH:20]=[CH:19][C:18]([C:21]#[N:22])=[CH:17][C:16]=2[F:23])[CH2:10][CH2:9]1)(=[O:5])[CH3:25], predict the reactants needed to synthesize it. The reactants are: C([O:5][C:6]([N:8]1[CH2:13][CH2:12][CH:11]([O:14][C:15]2[CH:20]=[CH:19][C:18]([C:21]#[N:22])=[CH:17][C:16]=2[F:23])[CH2:10][CH2:9]1)=O)(C)(C)C.F[C:25]1C=C(C=CC=1OC1CCNCC1)C#N. (8) Given the product [CH:20]1[C:19]([C:17]([NH:16][C@H:12]([C:13]([OH:15])=[O:14])[CH2:11][CH2:10][C:9]([NH:8][CH2:7][CH2:6][SH:5])=[O:39])=[O:18])=[CH:38][CH:37]=[C:22]([NH:23][CH2:24][C:25]2[N:36]=[C:35]3[C:33]([N:32]=[C:30]([NH2:31])[NH:29][C:28]3=[N:27][CH:26]=2)=[O:34])[CH:21]=1, predict the reactants needed to synthesize it. The reactants are: [NH2:8][CH2:7][CH2:6][S:5][S:5][CH2:6][CH2:7][NH2:8].[C:9]([O-])(=[O:39])[CH2:10][CH2:11][C@H:12]([NH:16][C:17]([C:19]1[CH:38]=[CH:37][C:22]([NH:23][CH2:24][C:25]2[N:36]=[C:35]3[C:28]([N:29]=[C:30]([NH:32][C:33]3=[O:34])[NH2:31])=[N:27][CH:26]=2)=[CH:21][CH:20]=1)=[O:18])[C:13]([OH:15])=[O:14]. (9) Given the product [Cl:1][C:2]1[CH:10]=[CH:9][CH:8]=[C:7]([CH3:11])[C:3]=1[C:4]([N:35]([CH2:36][CH3:37])[CH2:34][C:14]([CH2:15][NH:16][C:17]1[CH:25]=[CH:24][CH:23]=[C:22]2[C:18]=1[CH:19]=[N:20][N:21]2[C:26]1[CH:27]=[CH:28][C:29]([F:32])=[CH:30][CH:31]=1)([OH:33])[C:13]([F:12])([F:40])[F:39])=[O:5], predict the reactants needed to synthesize it. The reactants are: [Cl:1][C:2]1[CH:10]=[CH:9][CH:8]=[C:7]([CH3:11])[C:3]=1[C:4](Cl)=[O:5].[F:12][C:13]([F:40])([F:39])[C:14]([CH2:34][NH:35][CH2:36][CH2:37]C)([OH:33])[CH2:15][NH:16][C:17]1[CH:25]=[CH:24][CH:23]=[C:22]2[C:18]=1[CH:19]=[N:20][N:21]2[C:26]1[CH:31]=[CH:30][C:29]([F:32])=[CH:28][CH:27]=1. (10) Given the product [F:1][C:2]1[CH:7]=[CH:6][C:5]([CH2:8][C:9]2[CH:18]=[C:17]3[C:12]([C:13]([OH:35])=[C:14]([C:30]([NH:36][CH2:37][CH2:38][CH2:39][OH:40])=[O:31])[C:15](=[O:29])[N:16]3[CH2:19][CH2:20][CH2:21][N:22]3[CH2:27][CH2:26][CH2:25][CH2:24][C:23]3=[O:28])=[N:11][CH:10]=2)=[CH:4][CH:3]=1, predict the reactants needed to synthesize it. The reactants are: [F:1][C:2]1[CH:7]=[CH:6][C:5]([CH2:8][C:9]2[CH:18]=[C:17]3[C:12]([C:13]([OH:35])=[C:14]([C:30](OCC)=[O:31])[C:15](=[O:29])[N:16]3[CH2:19][CH2:20][CH2:21][N:22]3[CH2:27][CH2:26][CH2:25][CH2:24][C:23]3=[O:28])=[N:11][CH:10]=2)=[CH:4][CH:3]=1.[NH2:36][CH2:37][CH2:38][CH2:39][OH:40].